From a dataset of Full USPTO retrosynthesis dataset with 1.9M reactions from patents (1976-2016). Predict the reactants needed to synthesize the given product. (1) Given the product [CH3:11][C:8]1[N:4]2[CH:5]=[CH:6][CH:7]=[C:2]([CH:17]([CH3:28])[C:18]([OH:20])=[O:19])[C:3]2=[N:10][N:9]=1, predict the reactants needed to synthesize it. The reactants are: Br[C:2]1[C:3]2[N:4]([C:8]([CH3:11])=[N:9][N:10]=2)[CH:5]=[CH:6][CH:7]=1.C([Sn](CCCC)(CCCC)[C:17](=[CH2:28])[C:18]([O:20]CC1C=CC=CC=1)=[O:19])CCC. (2) Given the product [CH:1]1([C:4]2[NH:8][C:7]3[C:9]([C:14]([NH:17][CH:18]4[CH2:23][CH2:22][CH2:21][NH:20][CH2:19]4)=[O:16])=[CH:10][CH:11]=[C:12]([OH:13])[C:6]=3[N:5]=2)[CH2:2][CH2:3]1, predict the reactants needed to synthesize it. The reactants are: [CH:1]1([C:4]2[NH:8][C:7]3[C:9]([C:14]([OH:16])=O)=[CH:10][CH:11]=[C:12]([OH:13])[C:6]=3[N:5]=2)[CH2:3][CH2:2]1.[NH2:17][CH:18]1[CH2:23][CH2:22][CH2:21][N:20](C(OC(C)(C)C)=O)[CH2:19]1. (3) The reactants are: Cl.[C:2]1([C:8]2[C:9]([N:17]3[CH2:22][CH2:21][NH:20][CH2:19][CH2:18]3)=[C:10]3[CH:16]=[N:15][NH:14][C:11]3=[N:12][CH:13]=2)[CH:7]=[CH:6][CH:5]=[CH:4][CH:3]=1.[C:23](O[C:23]([O:25][C:26]([CH3:29])([CH3:28])[CH3:27])=[O:24])([O:25][C:26]([CH3:29])([CH3:28])[CH3:27])=[O:24].C(N(C(C)C)C(C)C)C.O[Li].O. Given the product [C:2]1([C:8]2[C:9]([N:17]3[CH2:18][CH2:19][N:20]([C:23]([O:25][C:26]([CH3:29])([CH3:28])[CH3:27])=[O:24])[CH2:21][CH2:22]3)=[C:10]3[CH:16]=[N:15][NH:14][C:11]3=[N:12][CH:13]=2)[CH:3]=[CH:4][CH:5]=[CH:6][CH:7]=1, predict the reactants needed to synthesize it. (4) Given the product [C:15]([O:18][C:19]([NH:1][CH2:2][C:3]1([C:9]([O:11][CH2:12][CH3:13])=[O:10])[CH2:8][CH2:7][O:6][CH2:5][CH2:4]1)=[O:20])([CH3:17])([CH3:16])[CH3:14], predict the reactants needed to synthesize it. The reactants are: [NH2:1][CH2:2][C:3]1([C:9]([O:11][CH2:12][CH3:13])=[O:10])[CH2:8][CH2:7][O:6][CH2:5][CH2:4]1.[CH3:14][C:15]([O:18][C:19](O[C:19]([O:18][C:15]([CH3:17])([CH3:16])[CH3:14])=[O:20])=[O:20])([CH3:17])[CH3:16].O. (5) Given the product [CH2:7]([N:9]([C:2]1[S:3][CH:4]=[CH:5][N:6]=1)[CH2:10][CH2:11][NH2:12])[CH3:8], predict the reactants needed to synthesize it. The reactants are: Br[C:2]1[S:3][CH:4]=[CH:5][N:6]=1.[CH2:7]([NH:9][CH2:10][CH2:11][NH2:12])[CH3:8].O. (6) Given the product [O:1]=[C:2]([NH:22][CH2:23][C:24]1[CH:25]=[CH:26][C:27]([C:30]([F:31])([F:32])[F:33])=[CH:28][CH:29]=1)[CH2:3][C:4]1[CH:5]=[C:6]([CH:19]=[CH:20][CH:21]=1)[O:7][CH2:8][C:9]1[CH:18]=[CH:17][CH:16]=[CH:15][C:10]=1[C:11]([OH:13])=[O:12], predict the reactants needed to synthesize it. The reactants are: [O:1]=[C:2]([NH:22][CH2:23][C:24]1[CH:29]=[CH:28][C:27]([C:30]([F:33])([F:32])[F:31])=[CH:26][CH:25]=1)[CH2:3][C:4]1[CH:5]=[C:6]([CH:19]=[CH:20][CH:21]=1)[O:7][CH2:8][C:9]1[CH:18]=[CH:17][CH:16]=[CH:15][C:10]=1[C:11]([O:13]C)=[O:12].[OH-].[Li+]. (7) Given the product [Br:1][C:2]1[CH:3]=[N:4][C:5]2[N:6]([N:8]=[C:9]([C:11]([N:16]3[CH2:17][CH2:18][C:19]4[C:24](=[CH:23][CH:22]=[CH:21][C:20]=4[N:25]4[CH2:30][CH2:29][O:28][CH2:27][CH2:26]4)[CH:15]3[CH3:14])=[O:13])[CH:10]=2)[CH:7]=1, predict the reactants needed to synthesize it. The reactants are: [Br:1][C:2]1[CH:3]=[N:4][C:5]2[N:6]([N:8]=[C:9]([C:11]([OH:13])=O)[CH:10]=2)[CH:7]=1.[CH3:14][CH:15]1[C:24]2[C:19](=[C:20]([N:25]3[CH2:30][CH2:29][O:28][CH2:27][CH2:26]3)[CH:21]=[CH:22][CH:23]=2)[CH2:18][CH2:17][NH:16]1. (8) Given the product [CH3:1][O:2][C:3]1[CH:4]=[C:5]([C:15]2[C:16]([C:17]([O:19][CH2:20][CH3:21])=[O:18])=[C:25]3[CH:26]=[CH:27][CH:28]=[CH:29][N:24]3[N:23]=2)[CH:6]=[CH:7][C:8]=1[C:9]1[CH:14]=[CH:13][CH:12]=[CH:11][N:10]=1, predict the reactants needed to synthesize it. The reactants are: [CH3:1][O:2][C:3]1[CH:4]=[C:5](/[CH:15]=[CH:16]/[C:17]([O:19][CH2:20][CH3:21])=[O:18])[CH:6]=[CH:7][C:8]=1[C:9]1[CH:14]=[CH:13][CH:12]=[CH:11][N:10]=1.[I-].[NH2:23][N+:24]1[CH:29]=[CH:28][CH:27]=[CH:26][CH:25]=1. (9) Given the product [NH2:6][C:5]1[CH:7]=[C:8]([C:9]([F:12])([F:11])[F:10])[C:2]([C:28]2[CH:33]=[CH:32][C:31]([S:34]([CH2:37][CH:38]3[CH2:39][CH2:40][N:41]([C:44]([O:46][C:47]([CH3:50])([CH3:49])[CH3:48])=[O:45])[CH2:42][CH2:43]3)(=[O:36])=[O:35])=[CH:30][CH:29]=2)=[C:3]([Cl:13])[CH:4]=1, predict the reactants needed to synthesize it. The reactants are: Br[C:2]1[C:8]([C:9]([F:12])([F:11])[F:10])=[CH:7][C:5]([NH2:6])=[CH:4][C:3]=1[Cl:13].C(=O)([O-])[O-].[Na+].[Na+].CC1(C)C(C)(C)OB([C:28]2[CH:33]=[CH:32][C:31]([S:34]([CH2:37][CH:38]3[CH2:43][CH2:42][N:41]([C:44]([O:46][C:47]([CH3:50])([CH3:49])[CH3:48])=[O:45])[CH2:40][CH2:39]3)(=[O:36])=[O:35])=[CH:30][CH:29]=2)O1.O.